This data is from Full USPTO retrosynthesis dataset with 1.9M reactions from patents (1976-2016). The task is: Predict the reactants needed to synthesize the given product. (1) Given the product [CH:23]1([C:22]2[C:21]3[C:16](=[CH:17][C:18]([C:28]([NH:30][C:31]4([C:35]([OH:37])=[O:36])[CH2:32][CH2:33][CH2:34]4)=[O:29])=[CH:19][CH:20]=3)[N:15]([CH3:38])[C:14]=2[C:7]2[CH:12]=[CH:11][CH:10]=[CH:9][N:8]=2)[CH2:27][CH2:26][CH2:25][CH2:24]1, predict the reactants needed to synthesize it. The reactants are: C([Mg]Cl)(C)C.Br[C:7]1[CH:12]=[CH:11][CH:10]=[CH:9][N:8]=1.Br[C:14]1[N:15]([CH3:38])[C:16]2[C:21]([C:22]=1[CH:23]1[CH2:27][CH2:26][CH2:25][CH2:24]1)=[CH:20][CH:19]=[C:18]([C:28]([NH:30][C:31]1([C:35]([OH:37])=[O:36])[CH2:34][CH2:33][CH2:32]1)=[O:29])[CH:17]=2.[Cl-].[NH4+].Cl.[OH-].[Na+].C(O)(=O)C. (2) Given the product [Cl:24][C:23]1[CH:22]=[CH:21][CH:20]=[C:19]([Cl:25])[C:18]=1[CH2:17][N:10]1[C:9]([C:3]2[CH:4]=[CH:5][CH:6]=[C:7]([Cl:8])[C:2]=2[Cl:1])=[N:13][N:12]=[N:11]1, predict the reactants needed to synthesize it. The reactants are: [Cl:1][C:2]1[C:7]([Cl:8])=[CH:6][CH:5]=[CH:4][C:3]=1[C:9]1[NH:13][N:12]=[N:11][N:10]=1.[H-].[Na+].Br[CH2:17][C:18]1[C:23]([Cl:24])=[CH:22][CH:21]=[CH:20][C:19]=1[Cl:25]. (3) The reactants are: [N:1]1[CH:6]=[CH:5][C:4]([C:7]2[CH:8]=[C:9]([NH2:14])[C:10]([NH2:13])=[N:11][CH:12]=2)=[CH:3][CH:2]=1.[O:15]1[C:20]2[CH:21]=[CH:22][CH:23]=[CH:24][C:19]=2[O:18][CH2:17][CH:16]1[C:25](O)=O. Given the product [O:15]1[CH:16]([C:25]2[NH:13][C:10]3=[N:11][CH:12]=[C:7]([C:4]4[CH:5]=[CH:6][N:1]=[CH:2][CH:3]=4)[CH:8]=[C:9]3[N:14]=2)[CH2:17][O:18][C:19]2[CH:24]=[C:23]3[C:22](=[CH:21][C:20]1=2)[CH:5]=[CH:4][CH:3]=[CH:2]3, predict the reactants needed to synthesize it. (4) Given the product [F:13][C:14]1[CH:19]=[C:18]2[C:17](=[CH:16][CH:15]=1)[NH:20][CH:2]=[C:3]2[CH2:4][CH2:5][CH2:6][C:7]([O:9][CH2:10][CH3:11])=[O:8], predict the reactants needed to synthesize it. The reactants are: O=[CH:2][CH2:3][CH2:4][CH2:5][CH2:6][C:7]([O:9][CH2:10][CH3:11])=[O:8].Cl.[F:13][C:14]1[CH:19]=[CH:18][C:17]([NH:20]N)=[CH:16][CH:15]=1. (5) Given the product [CH2:1]([O:8][CH2:9][C:10]1([C:15]([OH:17])=[O:16])[CH2:14][CH2:13][CH2:12][O:11]1)[C:2]1[CH:7]=[CH:6][CH:5]=[CH:4][CH:3]=1, predict the reactants needed to synthesize it. The reactants are: [CH2:1]([O:8][CH2:9][C:10]1([C:15]([O:17]C)=[O:16])[CH2:14][CH2:13][CH2:12][O:11]1)[C:2]1[CH:7]=[CH:6][CH:5]=[CH:4][CH:3]=1.[OH-].[Na+]. (6) Given the product [ClH:19].[ClH:19].[CH3:1][O:2][C:3]1[CH:4]=[CH:5][C:6]([NH:9][C:10]2[C:11]([NH2:16])=[CH:12][CH:13]=[CH:14][CH:15]=2)=[CH:7][CH:8]=1, predict the reactants needed to synthesize it. The reactants are: [CH3:1][O:2][C:3]1[CH:8]=[CH:7][C:6]([NH:9][C:10]2[CH:15]=[CH:14][CH:13]=[CH:12][C:11]=2[N+:16]([O-])=O)=[CH:5][CH:4]=1.[ClH:19].O1CCOCC1.